This data is from Forward reaction prediction with 1.9M reactions from USPTO patents (1976-2016). The task is: Predict the product of the given reaction. (1) Given the reactants [CH3:1][CH:2]([S-:4])[CH3:3].[Na+].[NH2:6][C:7]1[CH:14]=[C:13](F)[C:10]([C:11]#[N:12])=[CH:9][N:8]=1, predict the reaction product. The product is: [NH2:6][C:7]1[CH:14]=[C:13]([S:4][CH:2]([CH3:3])[CH3:1])[C:10]([C:11]#[N:12])=[CH:9][N:8]=1. (2) Given the reactants [F:1][C:2]1[CH:7]=[CH:6][C:5]([N:8]2[C:12]([C:13]3[CH:23]=[CH:22][C:16]4[O:17][CH2:18][C:19](=[O:21])[NH:20][C:15]=4[CH:14]=3)=[CH:11][CH:10]=[N:9]2)=[CH:4][CH:3]=1.C1C(=O)N([Cl:31])C(=O)C1, predict the reaction product. The product is: [Cl:31][C:11]1[CH:10]=[N:9][N:8]([C:5]2[CH:6]=[CH:7][C:2]([F:1])=[CH:3][CH:4]=2)[C:12]=1[C:13]1[CH:23]=[CH:22][C:16]2[O:17][CH2:18][C:19](=[O:21])[NH:20][C:15]=2[CH:14]=1.